From a dataset of Full USPTO retrosynthesis dataset with 1.9M reactions from patents (1976-2016). Predict the reactants needed to synthesize the given product. (1) Given the product [N+:1]([C:4]1[CH:5]=[C:6]([CH:10]=[CH:11][CH:12]=1)[C:7]([NH:19][CH2:18][C:17]1[CH:20]=[CH:21][CH:22]=[C:15]([O:14][CH3:13])[CH:16]=1)=[O:8])([O-:3])=[O:2], predict the reactants needed to synthesize it. The reactants are: [N+:1]([C:4]1[CH:5]=[C:6]([CH:10]=[CH:11][CH:12]=1)[C:7](Cl)=[O:8])([O-:3])=[O:2].[CH3:13][O:14][C:15]1[CH:16]=[C:17]([CH:20]=[CH:21][CH:22]=1)[CH2:18][NH2:19].CCN(CC)CC.Cl. (2) Given the product [Br:1][C:2]1[C:3]([O:27][CH2:28][C:29]2[NH:33][N:32]=[N:31][N:30]=2)=[CH:4][CH:5]=[C:6]2[C:11]=1[CH:10]=[CH:9][C:8]([C:12]1[S:16][C:15]3[CH:17]=[CH:18][CH:19]=[CH:20][C:14]=3[C:13]=1[C:21](=[O:26])[CH2:22][CH2:23][CH2:24][CH3:25])=[CH:7]2, predict the reactants needed to synthesize it. The reactants are: [Br:1][C:2]1[C:11]2[C:6](=[CH:7][C:8]([C:12]3[S:16][C:15]4[CH:17]=[CH:18][CH:19]=[CH:20][C:14]=4[C:13]=3[C:21](=[O:26])[CH2:22][CH2:23][CH2:24][CH3:25])=[CH:9][CH:10]=2)[CH:5]=[CH:4][C:3]=1[O:27][CH2:28][C:29]#[N:30].[N-:31]=[N+:32]=[N-:33].[Na+].[Cl-].[NH4+].CN(C=O)C.Cl. (3) Given the product [Cl:28][C:25]1[CH:24]=[CH:23][C:22]([C:20]2[C:19]3=[C:29]([CH3:33])[N:30]([CH3:32])[CH:31]=[C:18]3[N:17]3[C:34]([CH3:37])=[N:35][N:36]=[C:16]3[CH:15]([CH2:14][C:13]3[O:1][N:2]=[C:3]([CH:5]4[CH2:7][CH2:6]4)[N:4]=3)[N:21]=2)=[CH:27][CH:26]=1, predict the reactants needed to synthesize it. The reactants are: [OH:1][N:2]=[C:3]([CH:5]1[CH2:7][CH2:6]1)[NH2:4].C(O[C:13](=O)[CH2:14][CH:15]1[N:21]=[C:20]([C:22]2[CH:27]=[CH:26][C:25]([Cl:28])=[CH:24][CH:23]=2)[C:19]2=[C:29]([CH3:33])[N:30]([CH3:32])[CH:31]=[C:18]2[N:17]2[C:34]([CH3:37])=[N:35][N:36]=[C:16]12)(C)(C)C.C[O-].[Na+].O. (4) Given the product [O-:27][N+:9]1[C:10]2[CH:11]=[CH:12][CH:13]=[CH:14][C:15]=2[C:6]2[N:5]([O:17][CH2:18][C:19]([NH2:21])=[O:20])[C:4]([CH2:1][CH2:2][CH3:3])=[N:16][C:7]=2[CH:8]=1, predict the reactants needed to synthesize it. The reactants are: [CH2:1]([C:4]1[N:5]([O:17][CH2:18][C:19]([NH2:21])=[O:20])[C:6]2[C:15]3[CH:14]=[CH:13][CH:12]=[CH:11][C:10]=3[N:9]=[CH:8][C:7]=2[N:16]=1)[CH2:2][CH3:3].ClC1C=C(C=CC=1)C(OO)=[O:27].C1COCC1. (5) Given the product [F:16][C:17]([F:28])([F:27])[C:18]([C:6]1[C:5]2[C:9](=[C:10]([CH3:11])[C:2]([F:1])=[CH:3][CH:4]=2)[N:8]([CH2:12][CH2:13][O:14][CH3:15])[CH:7]=1)=[O:19], predict the reactants needed to synthesize it. The reactants are: [F:1][C:2]1[C:10]([CH3:11])=[C:9]2[C:5]([CH:6]=[CH:7][N:8]2[CH2:12][CH2:13][O:14][CH3:15])=[CH:4][CH:3]=1.[F:16][C:17]([F:28])([F:27])[C:18](O[C:18](=[O:19])[C:17]([F:28])([F:27])[F:16])=[O:19].